Dataset: Reaction yield outcomes from USPTO patents with 853,638 reactions. Task: Predict the reaction yield, written as a fraction of the theoretical maximum amount of product (1.0 means a 100% yield; for example, 0.34 means a 34% yield). (1) The reactants are [NH2:1][C:2]1[CH:3]=[C:4]([C:8]2[C:16]3[C:11](=[CH:12][CH:13]=[C:14]([C:17]([NH2:19])=[O:18])[CH:15]=3)[N:10](C3CCCCO3)[N:9]=2)[CH:5]=[CH:6][CH:7]=1.[F:26][C:27]1[CH:28]=[C:29]([CH2:34][C:35](O)=[O:36])[CH:30]=[CH:31][C:32]=1[F:33].CCN=C=NCCCN(C)C. No catalyst specified. The product is [F:26][C:27]1[CH:28]=[C:29]([CH2:34][C:35]([NH:1][C:2]2[CH:3]=[C:4]([C:8]3[C:16]4[C:11](=[CH:12][CH:13]=[C:14]([C:17]([NH2:19])=[O:18])[CH:15]=4)[NH:10][N:9]=3)[CH:5]=[CH:6][CH:7]=2)=[O:36])[CH:30]=[CH:31][C:32]=1[F:33]. The yield is 0.100. (2) The reactants are [F:1][C:2]1[CH:3]=[C:4]([CH2:8][CH2:9][O:10][CH2:11][C:12]([OH:14])=[O:13])[CH:5]=[CH:6][CH:7]=1.[CH3:15]CN=C=NCCCN(C)C.Cl.C1C=CC2N(O)N=NC=2C=1.CCN(C(C)C)C(C)C. The yield is 0.930. The catalyst is CO.C(Cl)Cl. The product is [CH3:15][O:13][C:12](=[O:14])[CH2:11][O:10][CH2:9][CH2:8][C:4]1[CH:5]=[CH:6][CH:7]=[C:2]([F:1])[CH:3]=1.